Dataset: Forward reaction prediction with 1.9M reactions from USPTO patents (1976-2016). Task: Predict the product of the given reaction. (1) Given the reactants [N:1]1([C:5]2[CH:10]=[CH:9][CH:8]=[CH:7][C:6]=2[N:11]2[CH2:16][CH2:15][N:14]([C:17]3[C:26]4[C:21](=[CH:22][CH:23]=[C:24]([N:27]([CH3:29])[CH3:28])[CH:25]=4)[N:20]=[C:19]([CH:30]4[CH2:32][CH2:31]4)[N:18]=3)[CH2:13][CH2:12]2)[CH2:4][CH2:3][CH2:2]1.C=O.[CH:35](=O)C, predict the reaction product. The product is: [N:1]1([C:5]2[CH:10]=[CH:9][CH:8]=[CH:7][C:6]=2[N:11]2[CH2:12][CH2:13][N:14]([C:17]3[C:26]4[C:21](=[CH:22][CH:23]=[C:24]([N:27]([CH2:29][CH3:35])[CH3:28])[CH:25]=4)[N:20]=[C:19]([CH:30]4[CH2:32][CH2:31]4)[N:18]=3)[CH2:15][CH2:16]2)[CH2:2][CH2:3][CH2:4]1. (2) The product is: [CH:17]([CH:16]1[S:9][C:8]([NH:7][CH:3]2[C:4]([CH3:5])([CH3:6])[C:2]2([CH3:11])[CH3:1])=[N:10][C:15]1=[O:14])([CH3:19])[CH3:18]. Given the reactants [CH3:1][C:2]1([CH3:11])[C:4]([CH3:6])([CH3:5])[CH:3]1[NH:7][C:8]([NH2:10])=[S:9].C([O:14][C:15](=O)[CH:16](Br)[CH:17]([CH3:19])[CH3:18])C, predict the reaction product.